This data is from NCI-60 drug combinations with 297,098 pairs across 59 cell lines. The task is: Regression. Given two drug SMILES strings and cell line genomic features, predict the synergy score measuring deviation from expected non-interaction effect. (1) Drug 1: C1=CC(=CC=C1CC(C(=O)O)N)N(CCCl)CCCl.Cl. Drug 2: CNC(=O)C1=NC=CC(=C1)OC2=CC=C(C=C2)NC(=O)NC3=CC(=C(C=C3)Cl)C(F)(F)F. Cell line: TK-10. Synergy scores: CSS=25.4, Synergy_ZIP=-6.11, Synergy_Bliss=1.31, Synergy_Loewe=-5.48, Synergy_HSA=-1.16. (2) Drug 1: CC12CCC3C(C1CCC2O)C(CC4=C3C=CC(=C4)O)CCCCCCCCCS(=O)CCCC(C(F)(F)F)(F)F. Drug 2: CCC1=C2CN3C(=CC4=C(C3=O)COC(=O)C4(CC)O)C2=NC5=C1C=C(C=C5)O. Cell line: HCC-2998. Synergy scores: CSS=21.8, Synergy_ZIP=-7.54, Synergy_Bliss=-7.69, Synergy_Loewe=-46.2, Synergy_HSA=-5.28. (3) Drug 1: CC1=C(C=C(C=C1)NC2=NC=CC(=N2)N(C)C3=CC4=NN(C(=C4C=C3)C)C)S(=O)(=O)N.Cl. Drug 2: CC1CCCC2(C(O2)CC(NC(=O)CC(C(C(=O)C(C1O)C)(C)C)O)C(=CC3=CSC(=N3)C)C)C. Cell line: HCC-2998. Synergy scores: CSS=-7.99, Synergy_ZIP=2.40, Synergy_Bliss=-5.17, Synergy_Loewe=-89.4, Synergy_HSA=-16.1. (4) Drug 1: C1CCC(C1)C(CC#N)N2C=C(C=N2)C3=C4C=CNC4=NC=N3. Drug 2: CS(=O)(=O)OCCCCOS(=O)(=O)C. Cell line: HOP-62. Synergy scores: CSS=7.77, Synergy_ZIP=-2.16, Synergy_Bliss=0.352, Synergy_Loewe=-2.40, Synergy_HSA=-2.08.